The task is: Predict which catalyst facilitates the given reaction.. This data is from Catalyst prediction with 721,799 reactions and 888 catalyst types from USPTO. Reactant: [C:1]([O:5][C@@H:6]([C:10]1[C:37]([CH3:38])=[CH:36][C:13]2[N:14]=[C:15]([C:17]3[CH:22]=[CH:21][CH:20]=[C:19]([N:23]4[CH2:28][CH2:27][N:26](C(OC(C)(C)C)=O)[CH2:25][CH2:24]4)[CH:18]=3)[S:16][C:12]=2[C:11]=1[C:39]1[CH:44]=[CH:43][C:42]([Cl:45])=[CH:41][CH:40]=1)[C:7]([OH:9])=[O:8])([CH3:4])([CH3:3])[CH3:2].Cl.C([O-])(O)=O.[Na+]. Product: [C:1]([O:5][C@@H:6]([C:10]1[C:37]([CH3:38])=[CH:36][C:13]2[N:14]=[C:15]([C:17]3[CH:22]=[CH:21][CH:20]=[C:19]([N:23]4[CH2:28][CH2:27][NH:26][CH2:25][CH2:24]4)[CH:18]=3)[S:16][C:12]=2[C:11]=1[C:39]1[CH:40]=[CH:41][C:42]([Cl:45])=[CH:43][CH:44]=1)[C:7]([OH:9])=[O:8])([CH3:4])([CH3:2])[CH3:3]. The catalyst class is: 12.